Task: Predict the product of the given reaction.. Dataset: Forward reaction prediction with 1.9M reactions from USPTO patents (1976-2016) (1) Given the reactants BrCC1C(C)=CC2N=C3C(N([CH2:15][CH2:16][CH2:17][CH2:18][CH2:19][CH2:20][C:21]([OH:23])=[O:22])C=2C=1)=NC(=O)NC3=O.C1(N)CC1, predict the reaction product. The product is: [C:21]([OH:23])(=[O:22])[CH2:20][CH2:19][CH2:18][CH2:17][CH2:16][CH3:15]. (2) Given the reactants [S:1]1[C:5](/[CH:6]=[C:7](/[C:10]2[CH:15]=[C:14]([O:16][CH3:17])[C:13]([O:18][CH3:19])=[C:12]([O:20][CH3:21])[CH:11]=2)\[C:8]#[N:9])=[CH:4][C:3]2[CH:22]=[CH:23][CH:24]=[CH:25][C:2]1=2, predict the reaction product. The product is: [S:1]1[C:5](/[CH:6]=[C:7](\[C:10]2[CH:11]=[C:12]([O:20][CH3:21])[C:13]([O:18][CH3:19])=[C:14]([O:16][CH3:17])[CH:15]=2)/[C:8]#[N:9])=[CH:4][C:3]2[CH:22]=[CH:23][CH:24]=[CH:25][C:2]1=2. (3) Given the reactants Cl.[CH:2]([C:5]1[CH:6]=[C:7]([C@@H:11]([NH2:13])[CH3:12])[CH:8]=[CH:9][CH:10]=1)([CH3:4])[CH3:3].[CH3:14][O:15][C:16](=[O:41])[C@@H:17]([O:19][C:20]1[CH:21]=[C:22]([CH:38]=[CH:39][CH:40]=1)[CH2:23][N:24]1[C:32]2[C:27](=[CH:28][C:29]([C:33](O)=[O:34])=[CH:30][CH:31]=2)[C:26]([CH3:36])=[C:25]1[CH3:37])[CH3:18], predict the reaction product. The product is: [CH:2]([C:5]1[CH:6]=[C:7]([C@@H:11]([NH:13][C:33]([C:29]2[CH:28]=[C:27]3[C:32](=[CH:31][CH:30]=2)[N:24]([CH2:23][C:22]2[CH:21]=[C:20]([CH:40]=[CH:39][CH:38]=2)[O:19][C@@H:17]([CH3:18])[C:16]([O:15][CH3:14])=[O:41])[C:25]([CH3:37])=[C:26]3[CH3:36])=[O:34])[CH3:12])[CH:8]=[CH:9][CH:10]=1)([CH3:4])[CH3:3]. (4) Given the reactants [CH2:1]([N:3]([CH2:10][CH3:11])[CH2:4][CH2:5][S:6][CH2:7][CH2:8][OH:9])[CH3:2].C[Si]([N-:16][Si](C)(C)C)(C)C.[Li+].[Cl:22][CH2:23][CH2:24][N:25]([CH2:30][CH2:31][Cl:32])[P:26](Cl)(Cl)=[O:27], predict the reaction product. The product is: [Cl:22][CH2:23][CH2:24][N:25]([CH2:30][CH2:31][Cl:32])[P:26]([NH2:16])(=[O:27])[O:9][CH2:8][CH2:7][S:6][CH2:5][CH2:4][N:3]([CH2:1][CH3:2])[CH2:10][CH3:11]. (5) Given the reactants [CH:1]1([CH2:4][N:5]([CH2:16][C:17]2[N:18]=[C:19]3[CH:24]=[CH:23][CH:22]=[C:21]([N:25]4[CH2:30][CH2:29][N:28]([CH3:31])[CH2:27][CH2:26]4)[N:20]3[C:32]=2[CH:33]=O)[C@@H:6]2[C:15]3[N:14]=[CH:13][CH:12]=[CH:11][C:10]=3[CH2:9][CH2:8][CH2:7]2)[CH2:3][CH2:2]1.Cl.[NH2:36]O, predict the reaction product. The product is: [CH:1]1([CH2:4][N:5]([CH2:16][C:17]2[N:18]=[C:19]3[CH:24]=[CH:23][CH:22]=[C:21]([N:25]4[CH2:30][CH2:29][N:28]([CH3:31])[CH2:27][CH2:26]4)[N:20]3[C:32]=2[C:33]#[N:36])[C@@H:6]2[C:15]3[N:14]=[CH:13][CH:12]=[CH:11][C:10]=3[CH2:9][CH2:8][CH2:7]2)[CH2:3][CH2:2]1. (6) Given the reactants [Br:1][C:2]1[CH:3]=[CH:4][CH:5]=[C:6]2[C:10]=1[NH:9][C:8]([C:11]([O:13][CH2:14][CH3:15])=[O:12])=[C:7]2[CH2:16][CH2:17][CH2:18][O:19][C:20]1[C:29]2[C:24](=[CH:25]C=CC=2)[CH:23]=[CH:22][CH:21]=1.CC1C=C(O)C=C([OH:37])C=1.C1(P(C2C=CC=CC=2)C2C=CC=CC=2)C=CC=CC=1.C1C=CC(COC(/N=N/C(OCC2C=CC=CC=2)=O)=O)=CC=1, predict the reaction product. The product is: [Br:1][C:2]1[CH:3]=[CH:4][CH:5]=[C:6]2[C:10]=1[NH:9][C:8]([C:11]([O:13][CH2:14][CH3:15])=[O:12])=[C:7]2[CH2:16][CH2:17][CH2:18][O:19][C:20]1[CH:29]=[C:24]([CH3:25])[CH:23]=[C:22]([OH:37])[CH:21]=1.